Regression. Given a peptide amino acid sequence and an MHC pseudo amino acid sequence, predict their binding affinity value. This is MHC class I binding data. From a dataset of Peptide-MHC class I binding affinity with 185,985 pairs from IEDB/IMGT. (1) The peptide sequence is FASFYYIWK. The MHC is HLA-A68:01 with pseudo-sequence HLA-A68:01. The binding affinity (normalized) is 1.00. (2) The peptide sequence is ELIRRVRRY. The MHC is HLA-A02:03 with pseudo-sequence HLA-A02:03. The binding affinity (normalized) is 0.0847.